From a dataset of Reaction yield outcomes from USPTO patents with 853,638 reactions. Predict the reaction yield, written as a fraction of the theoretical maximum amount of product (1.0 means a 100% yield; for example, 0.34 means a 34% yield). (1) The reactants are [CH3:1][N:2]1[C:6]2[CH:7]=[CH:8][C:9]([S:11]([N:14]3[CH2:22][C:21]4[C:16](=[CH:17][CH:18]=[CH:19][CH:20]=4)[CH2:15]3)(=[O:13])=[O:12])=[CH:10][C:5]=2[N:4]=[C:3]1[CH2:23][NH:24][C:25]1[CH:30]=[CH:29][C:28]([C:31]#[N:32])=[CH:27][CH:26]=1.[ClH:33].C(O)C.C(=O)([O-])[O-].[NH4+:41].[NH4+]. The catalyst is ClCCl.CO. The product is [ClH:33].[CH3:1][N:2]1[C:6]2[CH:7]=[CH:8][C:9]([S:11]([N:14]3[CH2:22][C:21]4[C:16](=[CH:17][CH:18]=[CH:19][CH:20]=4)[CH2:15]3)(=[O:12])=[O:13])=[CH:10][C:5]=2[N:4]=[C:3]1[CH2:23][NH:24][C:25]1[CH:26]=[CH:27][C:28]([C:31](=[NH:41])[NH2:32])=[CH:29][CH:30]=1. The yield is 0.330. (2) The reactants are [Br:1][C:2]1[CH:9]=[C:8]([Cl:10])[CH:7]=[CH:6][C:3]=1[CH:4]=O.C1COCC1.[C:16]([CH:20]=P(C1C=CC=CC=1)(C1C=CC=CC=1)C1C=CC=CC=1)([O:18][CH3:19])=[O:17]. No catalyst specified. The product is [Br:1][C:2]1[CH:9]=[C:8]([Cl:10])[CH:7]=[CH:6][C:3]=1/[CH:4]=[CH:20]/[C:16]([O:18][CH3:19])=[O:17]. The yield is 0.840. (3) The reactants are [Cl:1][C:2]1[N:7]=[CH:6][N:5]=[C:4]([NH2:8])[C:3]=1[NH2:9].[Cl:10][C:11]1[CH:12]=[C:13]([CH:17]=[CH:18][CH:19]=1)[C:14](O)=O.P(Cl)(Cl)(Cl)=O. No catalyst specified. The product is [Cl:1][C:2]1[N:7]=[CH:6][N:5]=[C:4]2[C:3]=1[N:9]=[C:14]([C:13]1[CH:17]=[CH:18][CH:19]=[C:11]([Cl:10])[CH:12]=1)[NH:8]2. The yield is 0.310. (4) The reactants are Br[C:2]1[CH:7]=[CH:6][C:5]2[C:8]3[CH2:9][N:10]([C:15]([O:17][C:18]([CH3:21])([CH3:20])[CH3:19])=[O:16])[CH2:11][CH2:12][C:13]=3[O:14][C:4]=2[CH:3]=1.[CH3:22][C:23]1[CH:28]=[C:27]([O:29][C:30]([F:33])([F:32])[F:31])[CH:26]=[CH:25][C:24]=1[C:34]1[CH:39]=[CH:38][NH:37][C:36](=[O:40])[CH:35]=1. No catalyst specified. The product is [CH3:22][C:23]1[CH:28]=[C:27]([O:29][C:30]([F:31])([F:32])[F:33])[CH:26]=[CH:25][C:24]=1[C:34]1[CH:39]=[CH:38][N:37]([C:2]2[CH:7]=[CH:6][C:5]3[C:8]4[CH2:9][N:10]([C:15]([O:17][C:18]([CH3:21])([CH3:20])[CH3:19])=[O:16])[CH2:11][CH2:12][C:13]=4[O:14][C:4]=3[CH:3]=2)[C:36](=[O:40])[CH:35]=1. The yield is 0.910. (5) The reactants are [C:1]([O:5][C:6]([NH:8][CH:9]([CH2:13][C:14]1[CH:19]=[CH:18][CH:17]=[C:16]([OH:20])[CH:15]=1)[C:10](O)=[O:11])=[O:7])([CH3:4])([CH3:3])[CH3:2].F[P-](F)(F)(F)(F)F.[CH3:28][N+:29](C)=[C:30](N(C)C)ON1C2N=CC=CC=2N=N1.C(N(CC)C(C)C)(C)C.CNC.C1COCC1. The catalyst is CN(C)C=O.C(OCC)(=O)C. The product is [CH3:28][N:29]([CH3:30])[C:10](=[O:11])[CH:9]([NH:8][C:6](=[O:7])[O:5][C:1]([CH3:4])([CH3:3])[CH3:2])[CH2:13][C:14]1[CH:19]=[CH:18][CH:17]=[C:16]([OH:20])[CH:15]=1. The yield is 0.780. (6) The reactants are [N:1]1[CH:6]=[CH:5][CH:4]=[CH:3][C:2]=1[N:7]1[CH2:12][CH2:11][N:10]([CH2:13][C:14]2[NH:18][C:17]3[CH:19]=[CH:20][CH:21]=[CH:22][C:16]=3[N:15]=2)[CH2:9][CH2:8]1.[N:23]1([C:28](Cl)=[O:29])[CH2:27][CH2:26][CH2:25][CH2:24]1.C(N(CC)CC)C. The catalyst is ClCCl. The product is [N:1]1[CH:6]=[CH:5][CH:4]=[CH:3][C:2]=1[N:7]1[CH2:8][CH2:9][N:10]([CH2:13][C:14]2[N:15]([C:28]([N:23]3[CH2:27][CH2:26][CH2:25][CH2:24]3)=[O:29])[C:16]3[CH:22]=[CH:21][CH:20]=[CH:19][C:17]=3[N:18]=2)[CH2:11][CH2:12]1. The yield is 0.400. (7) The reactants are [CH3:1][C:2]1([CH3:36])[N:6]([C:7]2[S:8][C:9]3[CH2:15][CH2:14][O:13][C:12]4[CH:16]=[C:17]([CH:20]5[CH2:25][CH2:24][N:23](C(OC(C)(C)C)=O)[CH2:22][CH2:21]5)[CH:18]=[CH:19][C:11]=4[C:10]=3[N:33]=2)[C:5](=[O:34])[NH:4][C:3]1=[O:35]. The catalyst is FC(F)(F)C(O)=O.ClCCl. The product is [NH:23]1[CH2:22][CH2:21][CH:20]([C:17]2[CH:18]=[CH:19][C:11]3[C:10]4[N:33]=[C:7]([N:6]5[C:2]([CH3:36])([CH3:1])[C:3](=[O:35])[NH:4][C:5]5=[O:34])[S:8][C:9]=4[CH2:15][CH2:14][O:13][C:12]=3[CH:16]=2)[CH2:25][CH2:24]1. The yield is 0.300. (8) The reactants are [NH2:1][C:2]1[C:7]2=[C:8]([C:24]3[CH:29]=[CH:28][C:27]([NH:30][C:31]([NH:33][C:34]4[CH:39]=[C:38]([C:40]([F:43])([F:42])[F:41])[CH:37]=[CH:36][C:35]=4[F:44])=[O:32])=[C:26]([Cl:45])[CH:25]=3)[CH:9]=[C:10]([CH:11]3[CH2:16][CH2:15][N:14](C(OC(C)(C)C)=O)[CH2:13][CH2:12]3)[N:6]2[N:5]=[CH:4][N:3]=1.C(O)(C(F)(F)F)=O.C(OCC)(=O)C. The catalyst is ClCCCl. The product is [NH2:1][C:2]1[C:7]2=[C:8]([C:24]3[CH:29]=[CH:28][C:27]([NH:30][C:31]([NH:33][C:34]4[CH:39]=[C:38]([C:40]([F:43])([F:41])[F:42])[CH:37]=[CH:36][C:35]=4[F:44])=[O:32])=[C:26]([Cl:45])[CH:25]=3)[CH:9]=[C:10]([CH:11]3[CH2:16][CH2:15][NH:14][CH2:13][CH2:12]3)[N:6]2[N:5]=[CH:4][N:3]=1. The yield is 0.870.